Dataset: Forward reaction prediction with 1.9M reactions from USPTO patents (1976-2016). Task: Predict the product of the given reaction. (1) Given the reactants [CH2:1]([C:3]1[NH:19][C:6]2[N:7]=[C:8]([CH2:12][C:13]3[CH:14]=[N:15][CH:16]=[CH:17][CH:18]=3)[N:9]=[C:10](O)[C:5]=2[CH:4]=1)[CH3:2].P(Cl)(Cl)([Cl:22])=O, predict the reaction product. The product is: [Cl:22][C:10]1[C:5]2[CH:4]=[C:3]([CH2:1][CH3:2])[NH:19][C:6]=2[N:7]=[C:8]([CH2:12][C:13]2[CH:14]=[N:15][CH:16]=[CH:17][CH:18]=2)[N:9]=1. (2) The product is: [ClH:28].[C:26]([C:18]1[C:17]2[C:22](=[CH:23][CH:24]=[CH:25][C:16]=2[O:15][C@H:12]2[CH2:13][CH2:14][C@H:9]([NH2:8])[CH2:10][CH2:11]2)[CH:21]=[N:20][CH:19]=1)#[N:27]. Given the reactants C(OC([NH:8][C@H:9]1[CH2:14][CH2:13][C@H:12]([O:15][C:16]2[CH:25]=[CH:24][CH:23]=[C:22]3[C:17]=2[C:18]([C:26]#[N:27])=[CH:19][N:20]=[CH:21]3)[CH2:11][CH2:10]1)=O)(C)(C)C.[ClH:28].CO, predict the reaction product. (3) Given the reactants C(OC([N:8]1[CH2:12][CH:11]([CH2:13][O:14][CH:15]([F:17])[F:16])[CH2:10][CH:9]1[C:18]1[NH:19][C:20]([C:23]2[CH:28]=[CH:27][C:26]([Br:29])=[CH:25][CH:24]=2)=[CH:21][N:22]=1)=O)(C)(C)C.Cl.[CH3:31][O:32][C:33]([NH:35][CH:36]([CH:40]([CH3:42])[CH3:41])[C:37](O)=[O:38])=[O:34].CN(C(ON1N=NC2C=CC=NC1=2)=[N+](C)C)C.F[P-](F)(F)(F)(F)F.C(N(CC)CC)C, predict the reaction product. The product is: [CH3:31][O:32][C:33](=[O:34])[NH:35][CH:36]([C:37]([N:8]1[CH2:12][CH:11]([CH2:13][O:14][CH:15]([F:17])[F:16])[CH2:10][CH:9]1[C:18]1[NH:19][C:20]([C:23]2[CH:28]=[CH:27][C:26]([Br:29])=[CH:25][CH:24]=2)=[CH:21][N:22]=1)=[O:38])[CH:40]([CH3:42])[CH3:41]. (4) Given the reactants [NH2:1][C:2]1[CH:39]=[CH:38][C:5]([CH2:6][N:7]([C@H:15]2[CH2:20][CH2:19][CH2:18][C@@H:17]([NH:21][C:22]3[N:27]=[C:26]([C:28]4[C:36]5[C:31](=[CH:32][CH:33]=[CH:34][CH:35]=5)[NH:30][CH:29]=4)[C:25]([Cl:37])=[CH:24][N:23]=3)[CH2:16]2)[C:8](=[O:14])[O:9][C:10]([CH3:13])([CH3:12])[CH3:11])=[CH:4][CH:3]=1.C[CH2:41][N:42]([CH:46]([CH3:48])C)[CH:43](C)C.BrC/C=[CH:52]/[C:53](Cl)=[O:54].C(Cl)Cl.CNC.C1COCC1, predict the reaction product. The product is: [Cl:37][C:25]1[C:26]([C:28]2[C:36]3[C:31](=[CH:32][CH:33]=[CH:34][CH:35]=3)[NH:30][CH:29]=2)=[N:27][C:22]([NH:21][C@@H:17]2[CH2:18][CH2:19][CH2:20][C@H:15]([N:7]([CH2:6][C:5]3[CH:38]=[CH:39][C:2]([NH:1][C:53](=[O:54])/[CH:52]=[CH:48]/[CH2:46][N:42]([CH3:41])[CH3:43])=[CH:3][CH:4]=3)[C:8](=[O:14])[O:9][C:10]([CH3:13])([CH3:12])[CH3:11])[CH2:16]2)=[N:23][CH:24]=1. (5) Given the reactants C([Sn](CCCC)(CCCC)[CH2:6][O:7][CH2:8][Sn](CCCC)(CCCC)CCCC)CCC.Br[C:31]1[C:32](Cl)=[N:33][C:34]([NH2:37])=[N:35][CH:36]=1.CC(C1C=C(C(C)C)C(C2C=CC=CC=2P(C2CCCCC2)C2CCCCC2)=C(C(C)C)C=1)C, predict the reaction product. The product is: [N:33]1[C:32]2[CH2:6][O:7][CH2:8][C:31]=2[CH:36]=[N:35][C:34]=1[NH2:37].